This data is from Reaction yield outcomes from USPTO patents with 853,638 reactions. The task is: Predict the reaction yield, written as a fraction of the theoretical maximum amount of product (1.0 means a 100% yield; for example, 0.34 means a 34% yield). (1) The reactants are [F:1][C:2]1[CH:3]=[C:4]([NH:24][C:25](=[O:38])[CH2:26][C:27]([NH:29][C:30]2[CH:35]=[CH:34][CH:33]=[CH:32][C:31]=2[O:36][CH3:37])=[O:28])[CH:5]=[CH:6][C:7]=1[O:8][C:9]1[CH:14]=[CH:13][N:12]=[C:11]2[CH:15]=[C:16](C3N(C)C=CN=3)[S:17][C:10]=12.[CH2:39]([N:41]1[CH:45]=[C:44](C2SC3C(=NC=CC=3OC3C=CC(N)=CC=3F)C=2)[N:43]=[CH:42]1)[CH3:40]. No catalyst specified. The product is [CH2:39]([N:41]1[CH:45]=[C:44]([C:16]2[S:17][C:10]3[C:11](=[N:12][CH:13]=[CH:14][C:9]=3[O:8][C:7]3[CH:6]=[CH:5][C:4]([NH:24][C:25](=[O:38])[CH2:26][C:27]([NH:29][C:30]4[CH:35]=[CH:34][CH:33]=[CH:32][C:31]=4[O:36][CH3:37])=[O:28])=[CH:3][C:2]=3[F:1])[CH:15]=2)[N:43]=[CH:42]1)[CH3:40]. The yield is 0.690. (2) The reactants are I[C:2]1[C:10]2[C:5](=[CH:6][C:7]([C@H:11]3[C@@:13]4([C:21]5[C:16](=[CH:17][CH:18]=[C:19]([O:22][CH3:23])[CH:20]=5)[NH:15][C:14]4=[O:24])[CH2:12]3)=[CH:8][CH:9]=2)[NH:4][N:3]=1.CC1(C)C(C)(C)OB(/[CH:33]=[CH:34]/[C:35]2[CH:48]=[CH:47][C:38]([CH2:39][CH2:40][N:41]3[CH2:46][CH2:45][O:44][CH2:43][CH2:42]3)=[CH:37][CH:36]=2)O1.C([O-])([O-])=O.[Na+].[Na+]. The catalyst is C1(C)C=CC=CC=1.CCO.C1C=CC([P]([Pd]([P](C2C=CC=CC=2)(C2C=CC=CC=2)C2C=CC=CC=2)([P](C2C=CC=CC=2)(C2C=CC=CC=2)C2C=CC=CC=2)[P](C2C=CC=CC=2)(C2C=CC=CC=2)C2C=CC=CC=2)(C2C=CC=CC=2)C2C=CC=CC=2)=CC=1. The product is [CH3:23][O:22][C:19]1[CH:20]=[C:21]2[C:16](=[CH:17][CH:18]=1)[NH:15][C:14](=[O:24])[C@:13]12[CH2:12][C@H:11]1[C:7]1[CH:6]=[C:5]2[C:10]([C:2]([CH:33]=[CH:34][C:35]3[CH:36]=[CH:37][C:38]([CH2:39][CH2:40][N:41]4[CH2:46][CH2:45][O:44][CH2:43][CH2:42]4)=[CH:47][CH:48]=3)=[N:3][NH:4]2)=[CH:9][CH:8]=1. The yield is 0.450. (3) The reactants are [CH:1]1([SH:6])[CH2:5][CH2:4][CH2:3][CH2:2]1.[Br:7][C:8]1[CH:13]=[CH:12][CH:11]=[C:10](Br)[N:9]=1. No catalyst specified. The product is [Br:7][C:8]1[CH:13]=[CH:12][CH:11]=[C:10]([S:6][CH:1]2[CH2:5][CH2:4][CH2:3][CH2:2]2)[N:9]=1. The yield is 0.920.